From a dataset of Full USPTO retrosynthesis dataset with 1.9M reactions from patents (1976-2016). Predict the reactants needed to synthesize the given product. (1) Given the product [CH3:33][C@:19]12[C:15](=[O:14])[CH2:16][CH2:17][C@@H:18]1[CH2:31][C@H:30]1[C@@H:21]([CH2:22][CH2:23][C@@H:24]3[C@@H:29]1[CH2:28][CH2:27][C:26](=[O:32])[CH2:25]3)[CH2:20]2, predict the reactants needed to synthesize it. The reactants are: CC(C)=O.OS(O)(=O)=O.O=[Cr](=O)=O.[OH:14][C@H:15]1[C@:19]2([CH3:33])[CH2:20][C@H:21]3[C@H:30]([CH2:31][C@H:18]2[CH2:17][CH2:16]1)[C@@H:29]1[C@H:24]([CH2:25][C:26](=[O:32])[CH2:27][CH2:28]1)[CH2:23][CH2:22]3.CC(O)C. (2) Given the product [CH2:24]([N:20]1[CH2:21][CH2:22][O:23][CH:18]([O:17][C:2]([C:3]2[CH:4]=[C:5]([C:13]([F:16])([F:15])[F:14])[CH:6]=[C:7]([C:9]([F:11])([F:12])[F:10])[CH:8]=2)=[CH2:1])[CH:19]1[C:31]1[CH:32]=[CH:33][C:34]([F:37])=[CH:35][CH:36]=1)[C:25]1[CH:43]=[CH:44][CH:39]=[CH:40][CH:41]=1, predict the reactants needed to synthesize it. The reactants are: [CH3:1][C@@H:2]([O:17][C@H:18]1[O:23][CH2:22][CH2:21][N:20]([CH2:24][C:25]2NC(=O)NN=2)[C@H:19]1[C:31]1[CH:32]=[CH:33][C:34]([F:37])=[CH:35][CH:36]=1)[C:3]1[CH:4]=[C:5]([C:13]([F:16])([F:15])[F:14])[CH:6]=[C:7]([C:9]([F:12])([F:11])[F:10])[CH:8]=1.C(N1CCOC(OC(=O)[C:39]2[CH:44]=[C:43](C(F)(F)F)C=[C:41](C(F)(F)F)[CH:40]=2)[C@@H]1[C:39]1[CH:44]=[CH:43]C(F)=[CH:41][CH:40]=1)[C:39]1[CH:44]=[CH:43]C=[CH:41][CH:40]=1. (3) Given the product [CH3:17][O:18][C:19]1[CH:26]=[CH:25][C:22]([CH2:23][N:2]2[CH:3]=[C:4]([C:6]([OH:8])=[O:7])[CH:5]=[N:1]2)=[CH:21][CH:20]=1, predict the reactants needed to synthesize it. The reactants are: [NH:1]1[CH:5]=[C:4]([C:6]([O:8]CC)=[O:7])[CH:3]=[N:2]1.C([O-])([O-])=O.[K+].[K+].[CH3:17][O:18][C:19]1[CH:26]=[CH:25][C:22]([CH2:23]Br)=[CH:21][CH:20]=1.[OH-].[K+]. (4) Given the product [C:1]1([S:7]([N:10]2[C:14]3=[N:15][CH:16]=[C:17]([F:19])[CH:18]=[C:13]3[CH:12]=[C:11]2[C:20]([C:28]2[CH:29]=[CH:30][C:31]([S:34]([CH3:35])=[O:37])=[CH:32][CH:33]=2)([OH:27])[CH2:21][CH:22]2[CH2:26][CH2:25][CH2:24][CH2:23]2)(=[O:8])=[O:9])[CH:2]=[CH:3][CH:4]=[CH:5][CH:6]=1, predict the reactants needed to synthesize it. The reactants are: [C:1]1([S:7]([N:10]2[C:14]3=[N:15][CH:16]=[C:17]([F:19])[CH:18]=[C:13]3[CH:12]=[C:11]2[C:20]([C:28]2[CH:33]=[CH:32][C:31]([S:34][CH3:35])=[CH:30][CH:29]=2)([OH:27])[CH2:21][CH:22]2[CH2:26][CH2:25][CH2:24][CH2:23]2)(=[O:9])=[O:8])[CH:6]=[CH:5][CH:4]=[CH:3][CH:2]=1.I([O-])(=O)(=O)=[O:37].[Na+]. (5) Given the product [CH3:47][O:46][CH:37]([C@@H:27]([CH2:28][CH2:29][CH2:30][C:31]1[CH:32]=[CH:33][CH:34]=[CH:35][CH:36]=1)[C:26]([OH:48])=[O:25])[C:38]([N:40]1[CH2:45][CH2:44][O:43][CH2:42][CH2:41]1)=[O:39], predict the reactants needed to synthesize it. The reactants are: O[C@@H]([C@@H](CCCC1C=CC=CC=1)C(O)=O)C(N1CCOCC1)=O.C[O:25][C:26](=[O:48])[C@@H:27]([CH:37]([O:46][CH3:47])[C:38]([N:40]1[CH2:45][CH2:44][O:43][CH2:42][CH2:41]1)=[O:39])[CH2:28][CH2:29][CH2:30][C:31]1[CH:36]=[CH:35][CH:34]=[CH:33][CH:32]=1. (6) Given the product [C:1]([O:5][C:6]([N:8]([C:25]1[CH:30]=[C:29]([N:31]2[CH2:36][CH2:35][N:34]([CH3:37])[CH2:33][CH2:32]2)[N:28]=[C:27]([C:52]2[CH:51]=[CH:50][CH:49]=[C:48]([O:47][CH2:46][C:45]([NH:44][CH:41]([CH3:43])[CH3:42])=[O:63])[CH:53]=2)[N:26]=1)[C:9]1[CH:10]=[C:11]2[C:15](=[CH:16][CH:17]=1)[N:14]([C:18]([O:20][C:21]([CH3:24])([CH3:23])[CH3:22])=[O:19])[N:13]=[CH:12]2)=[O:7])([CH3:4])([CH3:3])[CH3:2], predict the reactants needed to synthesize it. The reactants are: [C:1]([O:5][C:6]([N:8]([C:25]1[CH:30]=[C:29]([N:31]2[CH2:36][CH2:35][N:34]([CH3:37])[CH2:33][CH2:32]2)[N:28]=[C:27](Cl)[N:26]=1)[C:9]1[CH:10]=[C:11]2[C:15](=[CH:16][CH:17]=1)[N:14]([C:18]([O:20][C:21]([CH3:24])([CH3:23])[CH3:22])=[O:19])[N:13]=[CH:12]2)=[O:7])([CH3:4])([CH3:3])[CH3:2].[F-].[Cs+].[CH:41]([NH:44][C:45](=[O:63])[CH2:46][O:47][C:48]1[CH:53]=[CH:52][CH:51]=[C:50](B2OC(C)(C)C(C)(C)O2)[CH:49]=1)([CH3:43])[CH3:42].